The task is: Predict the reactants needed to synthesize the given product.. This data is from Full USPTO retrosynthesis dataset with 1.9M reactions from patents (1976-2016). Given the product [F:33][C:30]1[CH:31]=[CH:32][C:27]([C@:4]2([CH2:1][CH2:2][OH:37])[O:9][C:8](=[O:10])[N:7]([C@H:11]([C:13]3[CH:14]=[CH:15][C:16]([C:19]4[CH:24]=[CH:23][C:22](=[O:25])[N:21]([CH3:26])[CH:20]=4)=[CH:17][CH:18]=3)[CH3:12])[CH2:6][CH2:5]2)=[CH:28][CH:29]=1, predict the reactants needed to synthesize it. The reactants are: [CH2:1]([C@@:4]1([C:27]2[CH:32]=[CH:31][C:30]([F:33])=[CH:29][CH:28]=2)[O:9][C:8](=[O:10])[N:7]([C@H:11]([C:13]2[CH:18]=[CH:17][C:16]([C:19]3[CH:24]=[CH:23][C:22](=[O:25])[N:21]([CH3:26])[CH:20]=3)=[CH:15][CH:14]=2)[CH3:12])[CH2:6][CH2:5]1)[CH:2]=C.C1C[O:37]CC1.O.